This data is from NCI-60 drug combinations with 297,098 pairs across 59 cell lines. The task is: Regression. Given two drug SMILES strings and cell line genomic features, predict the synergy score measuring deviation from expected non-interaction effect. (1) Drug 1: C1C(C(OC1N2C=NC3=C(N=C(N=C32)Cl)N)CO)O. Drug 2: CC=C1C(=O)NC(C(=O)OC2CC(=O)NC(C(=O)NC(CSSCCC=C2)C(=O)N1)C(C)C)C(C)C. Cell line: TK-10. Synergy scores: CSS=26.2, Synergy_ZIP=-5.79, Synergy_Bliss=-0.428, Synergy_Loewe=-29.3, Synergy_HSA=-0.0469. (2) Drug 1: CC1=C2C(C(=O)C3(C(CC4C(C3C(C(C2(C)C)(CC1OC(=O)C(C(C5=CC=CC=C5)NC(=O)OC(C)(C)C)O)O)OC(=O)C6=CC=CC=C6)(CO4)OC(=O)C)O)C)O. Drug 2: C(CCl)NC(=O)N(CCCl)N=O. Cell line: UACC62. Synergy scores: CSS=7.93, Synergy_ZIP=-7.82, Synergy_Bliss=-4.64, Synergy_Loewe=-2.81, Synergy_HSA=-2.90.